From a dataset of Full USPTO retrosynthesis dataset with 1.9M reactions from patents (1976-2016). Predict the reactants needed to synthesize the given product. (1) Given the product [CH3:19][C:14]1([CH3:20])[C:15]([CH3:18])([CH3:17])[O:16][B:12]([C:2]2[CH:3]=[C:4]3[C:8](=[CH:9][CH:10]=2)[C:7](=[O:11])[CH2:6][CH2:5]3)[O:13]1, predict the reactants needed to synthesize it. The reactants are: Br[C:2]1[CH:3]=[C:4]2[C:8](=[CH:9][CH:10]=1)[C:7](=[O:11])[CH2:6][CH2:5]2.[B:12]1([B:12]2[O:16][C:15]([CH3:18])([CH3:17])[C:14]([CH3:20])([CH3:19])[O:13]2)[O:16][C:15]([CH3:18])([CH3:17])[C:14]([CH3:20])([CH3:19])[O:13]1.C([O-])(=O)C.[K+]. (2) Given the product [O:22]1[CH2:23][CH2:24][N:19]([CH2:1][C:2]2[N:3]=[CH:4][S:5][CH:6]=2)[CH2:20][CH2:21]1, predict the reactants needed to synthesize it. The reactants are: [CH3:1][C:2]1[N:3]=[CH:4][S:5][CH:6]=1.N(C(C)(C)C#N)=NC(C)(C)C#N.[NH:19]1[CH2:24][CH2:23][O:22][CH2:21][CH2:20]1.BrCC1N=CSC=1. (3) Given the product [C:26]([C:28]1[CH:33]=[CH:32][C:31]([C:2]2[N:7]=[C:6]([NH:8][CH3:9])[N:5]=[C:4]([N:10]3[C@H:14]([CH3:15])[CH2:13][C@H:12]([C:16]([NH:18][CH2:19][C:20]4[CH:25]=[CH:24][CH:23]=[CH:22][CH:21]=4)=[O:17])[CH2:11]3)[CH:3]=2)=[CH:30][C:29]=1[F:37])#[N:27], predict the reactants needed to synthesize it. The reactants are: Cl[C:2]1[N:7]=[C:6]([NH:8][CH3:9])[N:5]=[C:4]([N:10]2[CH:14]([CH3:15])[CH2:13][CH:12]([C:16]([NH:18][CH2:19][C:20]3[CH:25]=[CH:24][CH:23]=[CH:22][CH:21]=3)=[O:17])[CH2:11]2)[CH:3]=1.[C:26]([C:28]1[CH:33]=[CH:32][C:31](B(O)O)=[CH:30][C:29]=1[F:37])#[N:27].C1(P(C2CCCCC2)C2CCCCC2)CCCCC1.[O-]P([O-])([O-])=O.[K+].[K+].[K+]. (4) Given the product [Br:1][C:2]1[CH:9]=[C:8]([CH2:10][CH:11]=[O:12])[CH:7]=[CH:6][C:3]=1[C:4]#[N:5], predict the reactants needed to synthesize it. The reactants are: [Br:1][C:2]1[CH:9]=[C:8]([CH2:10][CH2:11][OH:12])[CH:7]=[CH:6][C:3]=1[C:4]#[N:5].CC(OI1(OC(C)=O)(OC(C)=O)OC(=O)C2C=CC=CC1=2)=O.